Dataset: NCI-60 drug combinations with 297,098 pairs across 59 cell lines. Task: Regression. Given two drug SMILES strings and cell line genomic features, predict the synergy score measuring deviation from expected non-interaction effect. (1) Drug 1: C1=C(C(=O)NC(=O)N1)N(CCCl)CCCl. Drug 2: C1=C(C(=O)NC(=O)N1)F. Cell line: MALME-3M. Synergy scores: CSS=44.1, Synergy_ZIP=5.09, Synergy_Bliss=5.53, Synergy_Loewe=6.80, Synergy_HSA=10.2. (2) Drug 1: CN(C)N=NC1=C(NC=N1)C(=O)N. Drug 2: C1=NC2=C(N1)C(=S)N=C(N2)N. Cell line: HCT-15. Synergy scores: CSS=50.9, Synergy_ZIP=-6.32, Synergy_Bliss=-6.67, Synergy_Loewe=-27.5, Synergy_HSA=-5.86. (3) Drug 1: C1C(C(OC1N2C=NC3=C(N=C(N=C32)Cl)N)CO)O. Drug 2: CC1=C2C(C(=O)C3(C(CC4C(C3C(C(C2(C)C)(CC1OC(=O)C(C(C5=CC=CC=C5)NC(=O)C6=CC=CC=C6)O)O)OC(=O)C7=CC=CC=C7)(CO4)OC(=O)C)O)C)OC(=O)C. Cell line: CAKI-1. Synergy scores: CSS=36.9, Synergy_ZIP=2.50, Synergy_Bliss=6.64, Synergy_Loewe=-12.1, Synergy_HSA=4.15. (4) Drug 1: CC1C(C(CC(O1)OC2CC(OC(C2O)C)OC3=CC4=CC5=C(C(=O)C(C(C5)C(C(=O)C(C(C)O)O)OC)OC6CC(C(C(O6)C)O)OC7CC(C(C(O7)C)O)OC8CC(C(C(O8)C)O)(C)O)C(=C4C(=C3C)O)O)O)O. Drug 2: CCCCC(=O)OCC(=O)C1(CC(C2=C(C1)C(=C3C(=C2O)C(=O)C4=C(C3=O)C=CC=C4OC)O)OC5CC(C(C(O5)C)O)NC(=O)C(F)(F)F)O. Cell line: UO-31. Synergy scores: CSS=53.6, Synergy_ZIP=1.70, Synergy_Bliss=3.28, Synergy_Loewe=-22.8, Synergy_HSA=-1.12. (5) Drug 1: CN(C(=O)NC(C=O)C(C(C(CO)O)O)O)N=O. Drug 2: CC1C(C(CC(O1)OC2CC(CC3=C2C(=C4C(=C3O)C(=O)C5=C(C4=O)C(=CC=C5)OC)O)(C(=O)CO)O)N)O.Cl. Cell line: DU-145. Synergy scores: CSS=33.9, Synergy_ZIP=0.374, Synergy_Bliss=-1.29, Synergy_Loewe=-16.1, Synergy_HSA=-0.233. (6) Drug 1: CNC(=O)C1=CC=CC=C1SC2=CC3=C(C=C2)C(=NN3)C=CC4=CC=CC=N4. Drug 2: CC1C(C(CC(O1)OC2CC(CC3=C2C(=C4C(=C3O)C(=O)C5=C(C4=O)C(=CC=C5)OC)O)(C(=O)CO)O)N)O.Cl. Cell line: UO-31. Synergy scores: CSS=47.1, Synergy_ZIP=-2.46, Synergy_Bliss=1.68, Synergy_Loewe=-6.45, Synergy_HSA=1.70. (7) Drug 1: CCC1=CC2CC(C3=C(CN(C2)C1)C4=CC=CC=C4N3)(C5=C(C=C6C(=C5)C78CCN9C7C(C=CC9)(C(C(C8N6C)(C(=O)OC)O)OC(=O)C)CC)OC)C(=O)OC.C(C(C(=O)O)O)(C(=O)O)O. Drug 2: C(=O)(N)NO. Cell line: HOP-92. Synergy scores: CSS=32.0, Synergy_ZIP=-10.2, Synergy_Bliss=-1.21, Synergy_Loewe=-38.3, Synergy_HSA=0.610.